This data is from Reaction yield outcomes from USPTO patents with 853,638 reactions. The task is: Predict the reaction yield, written as a fraction of the theoretical maximum amount of product (1.0 means a 100% yield; for example, 0.34 means a 34% yield). (1) The reactants are [Cl:1][C:2]1[CH:3]=[C:4]([C:9]2[N:13]([CH3:14])[N:12]=[C:11]([C:15](=O)[CH3:16])[C:10]=2[OH:18])[CH:5]=[CH:6][C:7]=1[Cl:8].[N:19]1[CH:24]=[CH:23][C:22]([CH2:25][NH:26][C:27]([C:29]2[S:30][C:31]([C:34]([NH:36][NH2:37])=[O:35])=[CH:32][CH:33]=2)=[O:28])=[CH:21][CH:20]=1. The catalyst is CS(C)=O. The product is [N:19]1[CH:20]=[CH:21][C:22]([CH2:25][NH:26][C:27]([C:29]2[S:30][C:31]([C:34]([NH:36][N:37]=[C:15]([C:11]3[C:10]([OH:18])=[C:9]([C:4]4[CH:5]=[CH:6][C:7]([Cl:8])=[C:2]([Cl:1])[CH:3]=4)[N:13]([CH3:14])[N:12]=3)[CH3:16])=[O:35])=[CH:32][CH:33]=2)=[O:28])=[CH:23][CH:24]=1. The yield is 0.530. (2) The reactants are [Br:1][C:2]1[N:7]=[C:6]2[CH:8]=[CH:9][NH:10][C:5]2=[N:4][CH:3]=1.[I:11]N1C(=O)CCC1=O. The catalyst is CC(C)=O. The product is [Br:1][C:2]1[N:7]=[C:6]2[C:8]([I:11])=[CH:9][NH:10][C:5]2=[N:4][CH:3]=1. The yield is 0.890. (3) The reactants are Cl[C:2]1[C:3]2[S:10][C:9]([I:11])=[CH:8][C:4]=2[N:5]=[CH:6][N:7]=1.[Cl:12][C:13]1[CH:32]=[CH:31][C:16]([CH2:17][CH:18]([NH:27][C:28](=[O:30])[OH:29])[C:19](=[O:26])[N:20]2[CH2:25][CH2:24][NH:23][CH2:22][CH2:21]2)=[CH:15][CH:14]=1. The catalyst is ClCCCl. The product is [C:16]([O:30][C:28](=[O:29])[NH:27][CH:18]([CH2:17][C:16]1[CH:15]=[CH:14][C:13]([Cl:12])=[CH:32][CH:31]=1)[C:19]([N:20]1[CH2:21][CH2:22][N:23]([C:2]2[C:3]3[S:10][C:9]([I:11])=[CH:8][C:4]=3[N:5]=[CH:6][N:7]=2)[CH2:24][CH2:25]1)=[O:26])([CH3:31])([CH3:17])[CH3:15]. The yield is 0.950. (4) The reactants are [Cl:1][C:2]1[CH:7]=[CH:6][C:5]([C:8]2[CH:13]=[CH:12][CH:11]=[CH:10][C:9]=2[C@H:14]([OH:30])[CH:15]2[CH2:20][CH2:19][N:18]([C:21]3[CH:29]=[CH:28][C:24]([C:25](O)=[O:26])=[CH:23][CH:22]=3)[CH2:17][CH2:16]2)=[CH:4][CH:3]=1.[Si:31]([O:38][CH2:39][CH2:40][N:41]([CH2:71][CH3:72])[CH2:42][CH2:43][C@@H:44]([NH:53][C:54]1[CH:59]=[CH:58][C:57]([S:60]([NH2:63])(=[O:62])=[O:61])=[CH:56][C:55]=1[S:64]([C:67]([F:70])([F:69])[F:68])(=[O:66])=[O:65])[CH2:45][S:46][C:47]1[CH:52]=[CH:51][CH:50]=[CH:49][CH:48]=1)([C:34]([CH3:37])([CH3:36])[CH3:35])([CH3:33])[CH3:32].C(Cl)CCl. The catalyst is CN(C1C=CN=CC=1)C.C(Cl)Cl. The product is [Si:31]([O:38][CH2:39][CH2:40][N:41]([CH2:71][CH3:72])[CH2:42][CH2:43][C@@H:44]([NH:53][C:54]1[CH:59]=[CH:58][C:57]([S:60]([NH:63][C:25](=[O:26])[C:24]2[CH:28]=[CH:29][C:21]([N:18]3[CH2:19][CH2:20][CH:15]([C@H:14]([C:9]4[CH:10]=[CH:11][CH:12]=[CH:13][C:8]=4[C:5]4[CH:4]=[CH:3][C:2]([Cl:1])=[CH:7][CH:6]=4)[OH:30])[CH2:16][CH2:17]3)=[CH:22][CH:23]=2)(=[O:61])=[O:62])=[CH:56][C:55]=1[S:64]([C:67]([F:68])([F:69])[F:70])(=[O:66])=[O:65])[CH2:45][S:46][C:47]1[CH:48]=[CH:49][CH:50]=[CH:51][CH:52]=1)([C:34]([CH3:37])([CH3:35])[CH3:36])([CH3:33])[CH3:32]. The yield is 0.620. (5) The reactants are Cl[C:2]1[C:7]([C:8]#[N:9])=[CH:6][N:5]=[C:4]([S:10][CH3:11])[N:3]=1.[NH2:12][C@@H:13]1[CH2:18][CH2:17][C@H:16]([OH:19])[C:15]([CH3:21])([CH3:20])[CH2:14]1.CCN(C(C)C)C(C)C. The catalyst is C(O)(C)C. The product is [OH:19][C@H:16]1[CH2:17][CH2:18][C@@H:13]([NH:12][C:2]2[C:7]([C:8]#[N:9])=[CH:6][N:5]=[C:4]([S:10][CH3:11])[N:3]=2)[CH2:14][C:15]1([CH3:21])[CH3:20]. The yield is 0.720.